Dataset: Full USPTO retrosynthesis dataset with 1.9M reactions from patents (1976-2016). Task: Predict the reactants needed to synthesize the given product. (1) Given the product [CH:1]1([N:8]2[C@H:13]([CH3:14])[C:12](=[O:15])[N:11]([CH3:16])[C:10]3[CH:17]=[CH:18][C:19]([NH:21][C:22]4[CH:23]=[CH:24][C:25]([C:26]([OH:28])=[O:27])=[CH:29][CH:30]=4)=[N:20][C:9]2=3)[CH2:2][CH2:3][CH2:4][CH2:5][CH2:6][CH2:7]1.[CH:1]1([N:8]2[C@H:13]([CH3:14])[C:12](=[O:15])[N:11]([CH3:16])[C:10]3[CH:17]=[CH:18][C:19]([NH:31][C:32]4[CH:33]=[CH:34][C:35]([C:36]([O:38][CH3:39])=[O:37])=[CH:40][CH:41]=4)=[N:20][C:9]2=3)[CH2:2][CH2:3][CH2:4][CH2:5][CH2:6][CH2:7]1, predict the reactants needed to synthesize it. The reactants are: [CH:1]1([N:8]2[C@H:13]([CH3:14])[C:12](=[O:15])[N:11]([CH3:16])[C:10]3[CH:17]=[CH:18][C:19]([NH:21][C:22]4[CH:30]=[CH:29][C:25]([C:26]([OH:28])=[O:27])=[CH:24][CH:23]=4)=[N:20][C:9]2=3)[CH2:7][CH2:6][CH2:5][CH2:4][CH2:3][CH2:2]1.[NH2:31][C:32]1[CH:41]=[CH:40][C:35]([C:36]([O:38][CH3:39])=[O:37])=[CH:34][CH:33]=1.C(=O)([O-])[O-].[Cs+].[Cs+].C1C=CC(P(C2C=CC3C(=CC=CC=3)C=2C2C3C(=CC=CC=3)C=CC=2P(C2C=CC=CC=2)C2C=CC=CC=2)C2C=CC=CC=2)=CC=1. (2) Given the product [F:13][C:14]1[CH:19]=[CH:18][C:17]([N:20]2[C:24]3[CH:25]=[C:26]4[C:31]([C@@H:33]([OH:34])[C:2]5[CH:7]=[CH:6][CH:5]=[CH:4][N:3]=5)([CH2:32][C:23]=3[CH:22]=[N:21]2)[CH2:30][N:29]([C:35]([O:37][C:38]([CH3:41])([CH3:40])[CH3:39])=[O:36])[CH2:28][CH2:27]4)=[CH:16][CH:15]=1, predict the reactants needed to synthesize it. The reactants are: Br[C:2]1[CH:7]=[CH:6][CH:5]=[CH:4][N:3]=1.C([Li])CCC.[F:13][C:14]1[CH:19]=[CH:18][C:17]([N:20]2[C:24]3[CH:25]=[C:26]4[C@:31]([CH:33]=[O:34])([CH2:32][C:23]=3[CH:22]=[N:21]2)[CH2:30][N:29]([C:35]([O:37][C:38]([CH3:41])([CH3:40])[CH3:39])=[O:36])[CH2:28][CH2:27]4)=[CH:16][CH:15]=1. (3) Given the product [Cl:1][C:2]1[CH:3]=[C:4]2[C:9](=[CH:10][CH:11]=1)[C:8](=[O:12])[N:7]([C:14]1[CH:15]=[N:16][CH:17]=[C:18]([CH:21]=1)[C:19]#[N:20])[CH2:6][CH2:5]2, predict the reactants needed to synthesize it. The reactants are: [Cl:1][C:2]1[CH:3]=[C:4]2[C:9](=[CH:10][CH:11]=1)[C:8](=[O:12])[NH:7][CH2:6][CH2:5]2.Br[C:14]1[CH:15]=[N:16][CH:17]=[C:18]([CH:21]=1)[C:19]#[N:20].[C@H]1(N)CCCC[C@@H]1N.C([O-])([O-])=O.[Cs+].[Cs+]. (4) Given the product [CH2:6]([O:5][CH2:1][C@@H:2]([OH:4])[CH2:3][C:18]1[CH:19]=[CH:20][C:15]([O:14][CH3:13])=[CH:16][CH:17]=1)[C:7]1[CH:12]=[CH:11][CH:10]=[CH:9][CH:8]=1, predict the reactants needed to synthesize it. The reactants are: [CH2:1]([O:5][CH2:6][C:7]1[CH:12]=[CH:11][CH:10]=[CH:9][CH:8]=1)[C@H:2]1[O:4][CH2:3]1.[CH3:13][O:14][C:15]1[CH:20]=[CH:19][C:18]([Mg]Br)=[CH:17][CH:16]=1.[NH4+].[Cl-].C(Cl)(Cl)Cl. (5) Given the product [Br:46][C:7]1[N:8]([C:12]2[CH:16]=[N:15][CH:17]=[CH:18][CH:13]=2)[C:9]2[C:5]([C:6]=1[S:26][C:27]1[C:28]([F:38])=[C:29]([CH:30]=[CH:31][CH:32]=1)[C:33]([O:35][CH2:36][CH3:37])=[O:34])=[CH:4][CH:3]=[C:2]([Cl:1])[C:10]=2[F:11], predict the reactants needed to synthesize it. The reactants are: [Cl:1][C:2]1[C:10]([F:11])=[C:9]2[C:5]([C:6]([S:26][C:27]3[CH:32]=[CH:31][CH:30]=[C:29]([C:33]([O:35][CH2:36][CH3:37])=[O:34])[C:28]=3[F:38])=[C:7](C3CC3)[N:8]2[C:12]2[CH:13]=N[N:15]([CH2:17][CH2:18]CC(O)=O)[CH:16]=2)=[CH:4][CH:3]=1.C1C(=O)N([Br:46])C(=O)C1.